Dataset: Forward reaction prediction with 1.9M reactions from USPTO patents (1976-2016). Task: Predict the product of the given reaction. The product is: [Cl:9][C:10]1[CH:35]=[CH:34][CH:33]=[CH:32][C:11]=1[CH:12]=[CH:6][C:2]1[NH:1][CH:5]=[CH:4][CH:3]=1. Given the reactants [NH:1]1[CH:5]=[CH:4][CH:3]=[C:2]1[CH:6]=O.[Cl-].[Cl:9][C:10]1[CH:35]=[CH:34][CH:33]=[CH:32][C:11]=1[CH2:12][P+](C1C=CC=CC=1)(C1C=CC=CC=1)C1C=CC=CC=1.[OH-].[Na+], predict the reaction product.